This data is from Reaction yield outcomes from USPTO patents with 853,638 reactions. The task is: Predict the reaction yield, written as a fraction of the theoretical maximum amount of product (1.0 means a 100% yield; for example, 0.34 means a 34% yield). (1) The reactants are C[O:2][C:3](=[O:23])[CH:4]([C:11]1[CH:16]=[CH:15][C:14]([C:17]2[CH:22]=[CH:21][N:20]=[CH:19][CH:18]=2)=[CH:13][CH:12]=1)[CH2:5][CH:6]1[CH2:10][CH2:9][CH2:8][CH2:7]1.[OH-].[Li+]. The catalyst is O1CCCC1. The product is [CH:6]1([CH2:5][CH:4]([C:11]2[CH:12]=[CH:13][C:14]([C:17]3[CH:22]=[CH:21][N:20]=[CH:19][CH:18]=3)=[CH:15][CH:16]=2)[C:3]([OH:23])=[O:2])[CH2:10][CH2:9][CH2:8][CH2:7]1. The yield is 0.550. (2) The reactants are [C:1]([C:4]1[CH:9]=[CH:8][CH:7]=[C:6]([C:10](=O)[CH3:11])[N:5]=1)(=[O:3])[CH3:2].[CH3:13][C:14]1[CH:20]=[C:19]([CH3:21])[CH:18]=[C:17]([CH3:22])[C:15]=1[NH2:16]. The catalyst is C1(C)C=CC=CC=1.C1(C)C=CC(S(O)(=O)=O)=CC=1. The product is [CH3:13][C:14]1[CH:20]=[C:19]([CH3:21])[CH:18]=[C:17]([CH3:22])[C:15]=1[N:16]=[C:10]([C:6]1[CH:7]=[CH:8][CH:9]=[C:4]([C:1](=[O:3])[CH3:2])[N:5]=1)[CH3:11]. The yield is 0.287. (3) The product is [Cl:24][C:21]1[CH:20]=[CH:19][C:18]([C:13]2[C:12]([CH2:11][O:10][C:7]3[CH:8]=[CH:9][C:4]([C:3]([NH:30][CH2:29][CH:26]4[CH2:28][CH2:27]4)=[O:2])=[CH:5][N:6]=3)=[C:16]([CH3:17])[O:15][N:14]=2)=[CH:23][CH:22]=1. The yield is 0.700. No catalyst specified. The reactants are C[O:2][C:3](=O)[C:4]1[CH:9]=[CH:8][C:7]([O:10][CH2:11][C:12]2[C:13]([C:18]3[CH:23]=[CH:22][C:21]([Cl:24])=[CH:20][CH:19]=3)=[N:14][O:15][C:16]=2[CH3:17])=[N:6][CH:5]=1.[CH:26]1([CH2:29][NH2:30])[CH2:28][CH2:27]1. (4) The product is [CH:1]1([C:5]2[NH:25][N:24]=[C:7]([NH:9][C:10]3[CH:15]=[CH:14][C:13]([N+:16]([O-:18])=[O:17])=[CH:12][CH:11]=3)[CH:6]=2)[CH2:4][CH2:3][CH2:2]1. The yield is 0.880. The catalyst is CCO. The reactants are [CH:1]1([C:5](=O)[CH2:6][C:7]([NH:9][C:10]2[CH:15]=[CH:14][C:13]([N+:16]([O-:18])=[O:17])=[CH:12][CH:11]=2)=S)[CH2:4][CH2:3][CH2:2]1.C(O)(=O)C.[NH2:24][NH2:25]. (5) The reactants are [ClH:1].[F:2][C:3]1[CH:23]=[C:22]([C:24]2[CH:32]=[C:31]3[C:27]([CH:28]=[N:29][N:30]3[CH3:33])=[CH:26][CH:25]=2)[CH:21]=[C:20]([F:34])[C:4]=1[C:5]([N:7]1[CH2:12][CH2:11][N:10](C(OC(C)(C)C)=O)[CH2:9][CH2:8]1)=[O:6].CCOCC. The catalyst is O1CCOCC1. The product is [ClH:1].[F:2][C:3]1[CH:23]=[C:22]([C:24]2[CH:32]=[C:31]3[C:27]([CH:28]=[N:29][N:30]3[CH3:33])=[CH:26][CH:25]=2)[CH:21]=[C:20]([F:34])[C:4]=1[C:5]([N:7]1[CH2:8][CH2:9][NH:10][CH2:11][CH2:12]1)=[O:6]. The yield is 1.00.